From a dataset of Full USPTO retrosynthesis dataset with 1.9M reactions from patents (1976-2016). Predict the reactants needed to synthesize the given product. (1) Given the product [CH:1]1([CH2:4][N:5]2[CH2:24][CH2:23][C@:12]34[C:13]5[C:14]6[O:22][C@H:11]3[C:10](=[O:25])[CH2:9][CH2:8][C@@:7]4([OH:26])[C@H:6]2[CH2:19][C:18]=5[CH:17]=[CH:16][C:15]=6[C:20]([NH2:21])=[O:28])[CH2:3][CH2:2]1, predict the reactants needed to synthesize it. The reactants are: [CH:1]1([CH2:4][N:5]2[CH2:24][CH2:23][C@:12]34[C:13]5[C:14]6[O:22][C@H:11]3[C:10](=[O:25])[CH2:9][CH2:8][C@@:7]4([OH:26])[C@H:6]2[CH2:19][C:18]=5[CH:17]=[CH:16][C:15]=6[C:20]#[N:21])[CH2:3][CH2:2]1.C(=O)([O-])[O-:28].[K+].[K+].OO. (2) Given the product [Cl:1][C:2]1[CH:7]=[CH:6][C:5]([C:8]2[N:9]([CH2:14][C@H:15]([OH:20])[C:16]([F:18])([F:19])[F:17])[C:10](=[O:13])[N:11]([CH2:28][C:29]3[N:30]=[CH:31][N:32]([C:34]4[CH:39]=[CH:38][CH:37]=[CH:36][C:35]=4[Cl:40])[CH:33]=3)[N:12]=2)=[CH:4][CH:3]=1, predict the reactants needed to synthesize it. The reactants are: [Cl:1][C:2]1[CH:7]=[CH:6][C:5]([C:8]2[N:9]([CH2:14][C@H:15]([OH:20])[C:16]([F:19])([F:18])[F:17])[C:10](=[O:13])[NH:11][N:12]=2)=[CH:4][CH:3]=1.C(=O)([O-])[O-].[K+].[K+].Br[CH2:28][C:29]1[N:30]=[CH:31][N:32]([C:34]2[CH:39]=[CH:38][CH:37]=[CH:36][C:35]=2[Cl:40])[CH:33]=1.O. (3) Given the product [CH3:1][O:2][C:3](=[O:31])[CH2:4][CH2:5][C:6]1[CH:7]=[N:8][C:9]([NH:12][C:13](=[O:30])[CH:14]([NH:18][C:19](=[O:29])[CH2:20][C:21]2[CH:26]=[C:25]([F:27])[CH:24]=[C:23]([F:28])[CH:22]=2)[CH2:15][CH2:16][CH3:17])=[CH:10][CH:11]=1, predict the reactants needed to synthesize it. The reactants are: [CH3:1][O:2][C:3](=[O:31])[CH:4]=[CH:5][C:6]1[CH:7]=[N:8][C:9]([NH:12][C:13](=[O:30])[CH:14]([NH:18][C:19](=[O:29])[CH2:20][C:21]2[CH:26]=[C:25]([F:27])[CH:24]=[C:23]([F:28])[CH:22]=2)[CH2:15][CH2:16][CH3:17])=[CH:10][CH:11]=1. (4) Given the product [F:6][C:7]1[CH:8]=[C:9]([C:17]2[C:25]3[CH2:24][CH2:23][CH:22]([NH2:28])[C:21]=3[CH:20]=[N:19][CH:18]=2)[CH:10]=[CH:11][C:12]=1[C:13]([F:16])([F:15])[F:14], predict the reactants needed to synthesize it. The reactants are: C([O-])(=O)C.[NH4+].[F:6][C:7]1[CH:8]=[C:9]([C:17]2[C:25]3[CH2:24][CH2:23][C:22](=O)[C:21]=3[CH:20]=[N:19][CH:18]=2)[CH:10]=[CH:11][C:12]=1[C:13]([F:16])([F:15])[F:14].C([BH3-])#[N:28].[Na+].